Predict the reactants needed to synthesize the given product. From a dataset of Full USPTO retrosynthesis dataset with 1.9M reactions from patents (1976-2016). (1) Given the product [CH3:1][O:2][C:3]1[N:4]=[CH:5][C:6]([CH2:9][NH2:10])=[CH:7][CH:8]=1, predict the reactants needed to synthesize it. The reactants are: [CH3:1][O:2][C:3]1[CH:8]=[CH:7][C:6]([C:9]#[N:10])=[CH:5][N:4]=1. (2) Given the product [C:1]([O:5][C:6](=[O:24])[NH:7][CH:8]([C:13]1[CH:18]=[CH:17][C:16]([O:19][C:20]([F:22])([F:23])[F:21])=[CH:15][CH:14]=1)[C:9]([CH2:25][CH3:26])([OH:12])[CH2:10][CH3:11])([CH3:2])([CH3:3])[CH3:4], predict the reactants needed to synthesize it. The reactants are: [C:1]([O:5][C:6](=[O:24])[NH:7][CH:8]([C:13]1[CH:18]=[CH:17][C:16]([O:19][C:20]([F:23])([F:22])[F:21])=[CH:15][CH:14]=1)[C:9](=[O:12])[CH2:10][CH3:11])([CH3:4])([CH3:3])[CH3:2].[CH2:25]([Mg]Br)[CH3:26].C(OCC)C.Cl.